Dataset: Forward reaction prediction with 1.9M reactions from USPTO patents (1976-2016). Task: Predict the product of the given reaction. (1) Given the reactants Cl.[F:2][C:3]1[CH:4]=[C:5]([CH:44]=[CH:45][CH:46]=1)[CH2:6][N:7]1[CH:11]=[C:10]([C:12]2[C:20]3[C:15](=[N:16][CH:17]=[C:18]([C:21]4[CH:26]=[CH:25][C:24]([N:27]5[CH2:32][CH2:31][NH:30][CH2:29][CH2:28]5)=[C:23]([CH3:33])[CH:22]=4)[CH:19]=3)[N:14]([S:34]([C:37]3[CH:43]=[CH:42][C:40]([CH3:41])=[CH:39][CH:38]=3)(=[O:36])=[O:35])[CH:13]=2)[CH:9]=[N:8]1.[CH3:47][C@H:48]1[CH2:50][O:49]1.CCN(C(C)C)C(C)C, predict the reaction product. The product is: [F:2][C:3]1[CH:4]=[C:5]([CH:44]=[CH:45][CH:46]=1)[CH2:6][N:7]1[CH:11]=[C:10]([C:12]2[C:20]3[C:15](=[N:16][CH:17]=[C:18]([C:21]4[CH:26]=[CH:25][C:24]([N:27]5[CH2:28][CH2:29][N:30]([CH2:47][C@@H:48]([OH:49])[CH3:50])[CH2:31][CH2:32]5)=[C:23]([CH3:33])[CH:22]=4)[CH:19]=3)[N:14]([S:34]([C:37]3[CH:38]=[CH:39][C:40]([CH3:41])=[CH:42][CH:43]=3)(=[O:35])=[O:36])[CH:13]=2)[CH:9]=[N:8]1. (2) Given the reactants [C:1]([NH:4][NH2:5])(=O)[CH3:2].[O:6]1[CH2:11][CH2:10][N:9]([CH2:12][CH2:13][N:14]=[C:15]=[S:16])[CH2:8][CH2:7]1, predict the reaction product. The product is: [CH3:2][C:1]1[N:14]([CH2:13][CH2:12][N:9]2[CH2:8][CH2:7][O:6][CH2:11][CH2:10]2)[C:15]([SH:16])=[N:5][N:4]=1.